From a dataset of Peptide-MHC class I binding affinity with 185,985 pairs from IEDB/IMGT. Regression. Given a peptide amino acid sequence and an MHC pseudo amino acid sequence, predict their binding affinity value. This is MHC class I binding data. (1) The peptide sequence is QVFKGVVIR. The MHC is HLA-B27:05 with pseudo-sequence HLA-B27:05. The binding affinity (normalized) is 0.0847. (2) The peptide sequence is VPAERRGVF. The MHC is HLA-A69:01 with pseudo-sequence HLA-A69:01. The binding affinity (normalized) is 0.0847. (3) The peptide sequence is SAEVAELYR. The MHC is Mamu-B03 with pseudo-sequence Mamu-B03. The binding affinity (normalized) is 0. (4) The peptide sequence is IISTNTLGK. The MHC is HLA-B57:01 with pseudo-sequence HLA-B57:01. The binding affinity (normalized) is 0.0847. (5) The peptide sequence is YAMCLNTFV. The MHC is HLA-A02:06 with pseudo-sequence HLA-A02:06. The binding affinity (normalized) is 0.896. (6) The peptide sequence is ELALTDVEK. The MHC is HLA-A33:01 with pseudo-sequence HLA-A33:01. The binding affinity (normalized) is 0.199. (7) The peptide sequence is LLNILTIAV. The binding affinity (normalized) is 0.286. The MHC is HLA-A68:02 with pseudo-sequence HLA-A68:02.